Dataset: NCI-60 drug combinations with 297,098 pairs across 59 cell lines. Task: Regression. Given two drug SMILES strings and cell line genomic features, predict the synergy score measuring deviation from expected non-interaction effect. (1) Drug 1: C1=CC(=C2C(=C1NCCNCCO)C(=O)C3=C(C=CC(=C3C2=O)O)O)NCCNCCO. Drug 2: C1=CC=C(C(=C1)C(C2=CC=C(C=C2)Cl)C(Cl)Cl)Cl. Cell line: SNB-19. Synergy scores: CSS=52.4, Synergy_ZIP=4.60, Synergy_Bliss=5.35, Synergy_Loewe=-32.4, Synergy_HSA=5.66. (2) Drug 1: C1CNP(=O)(OC1)N(CCCl)CCCl. Drug 2: CC1C(C(CC(O1)OC2CC(CC3=C2C(=C4C(=C3O)C(=O)C5=C(C4=O)C(=CC=C5)OC)O)(C(=O)CO)O)N)O.Cl. Cell line: HOP-92. Synergy scores: CSS=53.0, Synergy_ZIP=6.46, Synergy_Bliss=7.83, Synergy_Loewe=-43.1, Synergy_HSA=4.16. (3) Drug 1: C1=NC2=C(N=C(N=C2N1C3C(C(C(O3)CO)O)O)F)N. Drug 2: CC1=C(C(=O)C2=C(C1=O)N3CC4C(C3(C2COC(=O)N)OC)N4)N. Cell line: KM12. Synergy scores: CSS=40.7, Synergy_ZIP=-4.31, Synergy_Bliss=-6.19, Synergy_Loewe=-18.4, Synergy_HSA=0.260. (4) Drug 1: CC1C(C(CC(O1)OC2CC(CC3=C2C(=C4C(=C3O)C(=O)C5=C(C4=O)C(=CC=C5)OC)O)(C(=O)C)O)N)O.Cl. Drug 2: COC1=NC(=NC2=C1N=CN2C3C(C(C(O3)CO)O)O)N. Cell line: LOX IMVI. Synergy scores: CSS=20.8, Synergy_ZIP=-4.86, Synergy_Bliss=-1.38, Synergy_Loewe=-74.0, Synergy_HSA=-5.62. (5) Drug 1: C1=C(C(=O)NC(=O)N1)F. Drug 2: CN(C(=O)NC(C=O)C(C(C(CO)O)O)O)N=O. Cell line: MOLT-4. Synergy scores: CSS=15.9, Synergy_ZIP=6.03, Synergy_Bliss=-3.06, Synergy_Loewe=-13.9, Synergy_HSA=-1.64.